From a dataset of Reaction yield outcomes from USPTO patents with 853,638 reactions. Predict the reaction yield, written as a fraction of the theoretical maximum amount of product (1.0 means a 100% yield; for example, 0.34 means a 34% yield). (1) The reactants are [CH3:1][O:2][C:3]1[CH:4]=[C:5]([CH:23]=[CH:24][CH:25]=1)[NH:6][C:7]1[CH:12]=[C:11]([C:13]([F:16])([F:15])[F:14])[N:10]=[C:9]([C:17]2[CH:22]=[CH:21][CH:20]=[CH:19][N:18]=2)[N:8]=1.Cl. The catalyst is CO.[Pd]. The product is [CH3:1][O:2][C:3]1[CH:4]=[C:5]([CH:23]=[CH:24][CH:25]=1)[NH:6][C:7]1[CH:12]=[C:11]([C:13]([F:14])([F:16])[F:15])[N:10]=[C:9]([CH:17]2[CH2:22][CH2:21][CH2:20][CH2:19][NH:18]2)[N:8]=1. The yield is 0.0600. (2) The reactants are [CH:1]1([C@@H:7]2[CH2:12][CH2:11][N:10]([C:13]([O:15][CH2:16][C:17]3[CH:22]=[CH:21][CH:20]=[CH:19][CH:18]=3)=[O:14])[CH2:9][C@H:8]2[NH:23][C:24](OC2C=CC([N+]([O-])=O)=CC=2)=[O:25])[CH2:6][CH2:5][CH2:4][CH2:3][CH2:2]1.[Cl:36][C:37]1[C:38]([F:57])=[C:39]([C@:43]([C@@H:51]2[CH2:56][CH2:55][CH2:54][NH:53][CH2:52]2)([OH:50])[CH2:44][CH2:45][CH2:46][CH2:47][O:48][CH3:49])[CH:40]=[CH:41][CH:42]=1.CCN(C(C)C)C(C)C. The catalyst is C(Cl)Cl. The product is [Cl:36][C:37]1[C:38]([F:57])=[C:39]([C@:43]([C@@H:51]2[CH2:56][CH2:55][CH2:54][N:53]([C:24]([NH:23][C@H:8]3[C@H:7]([CH:1]4[CH2:2][CH2:3][CH2:4][CH2:5][CH2:6]4)[CH2:12][CH2:11][N:10]([C:13]([O:15][CH2:16][C:17]4[CH:18]=[CH:19][CH:20]=[CH:21][CH:22]=4)=[O:14])[CH2:9]3)=[O:25])[CH2:52]2)([OH:50])[CH2:44][CH2:45][CH2:46][CH2:47][O:48][CH3:49])[CH:40]=[CH:41][CH:42]=1. The yield is 0.630.